Dataset: Catalyst prediction with 721,799 reactions and 888 catalyst types from USPTO. Task: Predict which catalyst facilitates the given reaction. (1) Reactant: [C:1]([N:8]1[CH2:11][C:10](=O)[CH2:9]1)([O:3][C:4]([CH3:7])([CH3:6])[CH3:5])=[O:2].C(O)(=O)C.[CH2:17]([N:24]1[CH2:29][CH2:28][NH:27][CH2:26][CH2:25]1)[C:18]1[CH:23]=[CH:22][CH:21]=[CH:20][CH:19]=1. Product: [CH2:17]([N:24]1[CH2:29][CH2:28][N:27]([CH:10]2[CH2:11][N:8]([C:1]([O:3][C:4]([CH3:7])([CH3:6])[CH3:5])=[O:2])[CH2:9]2)[CH2:26][CH2:25]1)[C:18]1[CH:19]=[CH:20][CH:21]=[CH:22][CH:23]=1. The catalyst class is: 129. (2) Reactant: [N+:1]([C:4]1[CH:9]=[CH:8][C:7]([CH2:10][CH2:11][CH2:12][C:13](O)=O)=[CH:6][CH:5]=1)([O-])=O.[NH:16]1[CH2:21][CH2:20][CH2:19][CH2:18][CH2:17]1.CCN=C=NCCCN(C)C.[ClH:33].C1C=CC2N(O)N=NC=2C=1.Cl.C(OCC)(=O)C. The catalyst class is: 3. Product: [ClH:33].[ClH:33].[N:16]1([CH2:13][CH2:12][CH2:11][CH2:10][C:7]2[CH:8]=[CH:9][C:4]([NH2:1])=[CH:5][CH:6]=2)[CH2:21][CH2:20][CH2:19][CH2:18][CH2:17]1. (3) Reactant: Br[C:2]1[CH:3]=[C:4]2[C:8](=[C:9]([C:11]([NH2:13])=[O:12])[CH:10]=1)[NH:7][CH:6]=[C:5]2[CH:14]1[CH2:19][CH2:18][S:17](=[O:21])(=[O:20])[CH2:16][CH2:15]1.CC1(C)C(C)(C)OB([C:30]2[CH:31]=[C:32]([CH:35]=O)[S:33][CH:34]=2)O1.[C:38]([O-:41])([O-])=O.[K+].[K+]. Product: [CH3:5][C:14]([O:41][CH2:38][CH2:6][N:7]([CH2:35][C:32]1[S:33][CH:34]=[C:30]([C:2]2[CH:3]=[C:4]3[C:8](=[C:9]([C:11]([NH2:13])=[O:12])[CH:10]=2)[NH:7][CH:6]=[C:5]3[CH:14]2[CH2:19][CH2:18][S:17](=[O:21])(=[O:20])[CH2:16][CH2:15]2)[CH:31]=1)[CH3:8])([CH3:19])[CH3:15]. The catalyst class is: 70. (4) Reactant: Cl.[Cl:2][C:3]1[CH:4]=[C:5]2[C:9](=[CH:10][CH:11]=1)[NH:8][CH:7]=[C:6]2[CH2:12][CH2:13][NH2:14].[CH3:15][C:16]1[O:20][C:19]([C:21]2[CH:26]=[CH:25][CH:24]=[CH:23][CH:22]=2)=[N:18][C:17]=1[C:27](Cl)=[O:28].C(N(CC)CC)C.C(OCC)(=O)C. Product: [Cl:2][C:3]1[CH:4]=[C:5]2[C:9](=[CH:10][CH:11]=1)[NH:8][CH:7]=[C:6]2[CH2:12][CH2:13][NH:14][C:27]([C:17]1[N:18]=[C:19]([C:21]2[CH:26]=[CH:25][CH:24]=[CH:23][CH:22]=2)[O:20][C:16]=1[CH3:15])=[O:28]. The catalyst class is: 4. (5) Reactant: C(OC(=O)[NH:7][C:8]1[CH:13]=[C:12]([N:14]2[CH2:18][CH2:17][CH2:16][CH2:15]2)[C:11]([F:19])=[CH:10][C:9]=1[NH:20][C:21](=[O:44])[CH2:22][C:23](=O)[C:24]1[CH:29]=[CH:28][CH:27]=[C:26]([N:30]2[C:34]([CH2:35][O:36]C3CCCCO3)=[CH:33][N:32]=[N:31]2)[CH:25]=1)(C)(C)C.C(O)(C(F)(F)F)=O. Product: [F:19][C:11]1[C:12]([N:14]2[CH2:18][CH2:17][CH2:16][CH2:15]2)=[CH:13][C:8]2[N:7]=[C:23]([C:24]3[CH:29]=[CH:28][CH:27]=[C:26]([N:30]4[C:34]([CH2:35][OH:36])=[CH:33][N:32]=[N:31]4)[CH:25]=3)[CH2:22][C:21](=[O:44])[NH:20][C:9]=2[CH:10]=1. The catalyst class is: 2.